From a dataset of Catalyst prediction with 721,799 reactions and 888 catalyst types from USPTO. Predict which catalyst facilitates the given reaction. (1) Reactant: [CH2:1]([NH2:8])[C:2]1[CH:7]=[CH:6][CH:5]=[CH:4][CH:3]=1.C(N(CC)CC)C.[F:16][C:17]([F:28])([F:27])[C:18](O[C:18](=O)[C:17]([F:28])([F:27])[F:16])=O.C(OC(OC([O-])=O)=O)(C)(C)C.[ClH:40].O1CCOCC1. Product: [ClH:40].[CH2:1]([NH:8][CH2:18][C:17]([F:28])([F:27])[F:16])[C:2]1[CH:7]=[CH:6][CH:5]=[CH:4][CH:3]=1. The catalyst class is: 61. (2) Reactant: CC(C)(C)C([N:5]1[C:13]2[C:8](=[CH:9][C:10]([NH:14][CH:15]3[CH2:20][CH2:19][CH2:18][N:17]([CH2:21][C:22]4[CH:27]=[CH:26][C:25]([S:28][CH3:29])=[CH:24][CH:23]=4)[CH2:16]3)=[CH:11][CH:12]=2)[CH:7]=[N:6]1)=O.C[O-].[Na+]. Product: [CH3:29][S:28][C:25]1[CH:24]=[CH:23][C:22]([CH2:21][N:17]2[CH2:18][CH2:19][CH2:20][CH:15]([NH:14][C:10]3[CH:9]=[C:8]4[C:13](=[CH:12][CH:11]=3)[NH:5][N:6]=[CH:7]4)[CH2:16]2)=[CH:27][CH:26]=1. The catalyst class is: 5.